From a dataset of Full USPTO retrosynthesis dataset with 1.9M reactions from patents (1976-2016). Predict the reactants needed to synthesize the given product. (1) Given the product [O:32]1[C:36]2[CH:37]=[CH:38][CH:39]=[CH:40][C:35]=2[CH:34]=[C:33]1[CH:41]([OH:45])[CH2:42][N:43]([CH2:22][C:20]1[CH:21]=[C:12]2[C:11](=[O:29])[C:10]([C:8]([NH:7][CH2:6][C:5]3[CH:30]=[CH:31][C:2]([Cl:1])=[CH:3][CH:4]=3)=[O:9])=[CH:28][N:14]3[CH2:15][C:16](=[O:27])[N:17]([CH2:24][CH2:25][OH:26])[C:18]([CH:19]=1)=[C:13]23)[CH3:44], predict the reactants needed to synthesize it. The reactants are: [Cl:1][C:2]1[CH:31]=[CH:30][C:5]([CH2:6][NH:7][C:8]([C:10]2[C:11](=[O:29])[C:12]3[C:13]4[N:14]([CH:28]=2)[CH2:15][C:16](=[O:27])[N:17]([CH2:24][CH2:25][OH:26])[C:18]=4[CH:19]=[C:20]([CH2:22]Cl)[CH:21]=3)=[O:9])=[CH:4][CH:3]=1.[O:32]1[C:36]2[CH:37]=[CH:38][CH:39]=[CH:40][C:35]=2[CH:34]=[C:33]1[CH:41]([OH:45])[CH2:42][NH:43][CH3:44].CN(C=O)C.C(N(C(C)C)CC)(C)C. (2) Given the product [CH2:1]([C@@H:8]([C@@H:18]([O:20][CH2:21][C:22]1[CH:27]=[CH:26][C:25]([O:28][CH3:29])=[CH:24][CH:23]=1)[CH3:19])[C:9](=[O:17])[CH2:10][C:11]1[CH:16]=[CH:15][CH:14]=[CH:13][CH:12]=1)[C:2]1[CH:3]=[CH:4][CH:5]=[CH:6][CH:7]=1, predict the reactants needed to synthesize it. The reactants are: [CH2:1]([C@@H:8]([C@@H:18]([O:20][CH2:21][C:22]1[CH:27]=[CH:26][C:25]([O:28][CH3:29])=[CH:24][CH:23]=1)[CH3:19])[CH:9]([OH:17])[CH2:10][C:11]1[CH:16]=[CH:15][CH:14]=[CH:13][CH:12]=1)[C:2]1[CH:7]=[CH:6][CH:5]=[CH:4][CH:3]=1.C([O-])(O)=O.[Na+]. (3) Given the product [CH2:1]([O:3][C:4](=[O:16])/[CH:5]=[C:6](/[O:8][C:9]1[CH:10]=[N:11][C:12]([CH3:15])=[CH:13][CH:14]=1)\[CH2:7][Br:17])[CH3:2], predict the reactants needed to synthesize it. The reactants are: [CH2:1]([O:3][C:4](=[O:16])/[CH:5]=[C:6](/[O:8][C:9]1[CH:10]=[N:11][C:12]([CH3:15])=[CH:13][CH:14]=1)\[CH3:7])[CH3:2].[Br:17]N1C(=O)CCC1=O.C(OOC(=O)C1C=CC=CC=1)(=O)C1C=CC=CC=1. (4) Given the product [Cl:1][C:2]1[C:3]([CH3:34])=[C:4]([N:8]([S:24]([C:27]2[CH:32]=[CH:31][C:30]([CH3:33])=[CH:29][CH:28]=2)(=[O:25])=[O:26])[CH2:9][C:10]([NH:12][CH2:13][C:14]2[CH:23]=[CH:22][C:17]([C:18]([OH:20])=[O:19])=[CH:16][CH:15]=2)=[O:11])[CH:5]=[CH:6][CH:7]=1, predict the reactants needed to synthesize it. The reactants are: [Cl:1][C:2]1[C:3]([CH3:34])=[C:4]([N:8]([S:24]([C:27]2[CH:32]=[CH:31][C:30]([CH3:33])=[CH:29][CH:28]=2)(=[O:26])=[O:25])[CH2:9][C:10]([NH:12][CH2:13][C:14]2[CH:23]=[CH:22][C:17]([C:18]([O:20]C)=[O:19])=[CH:16][CH:15]=2)=[O:11])[CH:5]=[CH:6][CH:7]=1.[OH-].[Na+].Cl. (5) Given the product [CH3:29][N:2]([CH3:1])[C:3]1[CH:12]=[CH:11][CH:10]=[C:9]2[C:4]=1[CH:5]=[C:6]1[CH2:28][C:20]([CH2:21][OH:22])([CH2:25][OH:24])[CH2:19][C:7]1=[C:8]2[C:13](=[O:18])[C:14]([CH3:15])([CH3:17])[CH3:16], predict the reactants needed to synthesize it. The reactants are: [CH3:1][N:2]([CH3:29])[C:3]1[CH:12]=[CH:11][CH:10]=[C:9]2[C:4]=1[CH:5]=[C:6]1[CH2:28][C:20]3([CH2:25][O:24]C(C)(C)[O:22][CH2:21]3)[CH2:19][C:7]1=[C:8]2[C:13](=[O:18])[C:14]([CH3:17])([CH3:16])[CH3:15].Cl. (6) Given the product [CH3:56][C:55]1[CH:54]=[C:53]([CH3:57])[NH:52][C:51](=[O:58])[C:50]=1[CH2:49][NH:48][C:5](=[O:7])[C:4]1[CH:8]=[CH:9][CH:10]=[C:2]([F:1])[C:3]=1[C:11]([F:14])([F:13])[F:12], predict the reactants needed to synthesize it. The reactants are: [F:1][C:2]1[C:3]([C:11]([F:14])([F:13])[F:12])=[C:4]([CH:8]=[CH:9][CH:10]=1)[C:5]([OH:7])=O.CN(C(ON1N=NC2C=CC=NC1=2)=[N+](C)C)C.F[P-](F)(F)(F)(F)F.CCN(C(C)C)C(C)C.[NH2:48][CH2:49][C:50]1[C:51](=[O:58])[NH:52][C:53]([CH3:57])=[CH:54][C:55]=1[CH3:56].